Binary Classification. Given a miRNA mature sequence and a target amino acid sequence, predict their likelihood of interaction. From a dataset of Experimentally validated miRNA-target interactions with 360,000+ pairs, plus equal number of negative samples. (1) The miRNA is hsa-miR-1224-3p with sequence CCCCACCUCCUCUCUCCUCAG. The protein sequence of the target gene is MAAEIQPKPLTRKPILLQRMEGSQEVVNMAVIVPKEEGVISVSEDRTVRVWLKRDSGQYWPSVYHAMPSPCSCMSFNPETRRLSIGLDNGTISEFILSEDYNKMTPVKNYQAHQSRVTMILFVLELEWVLSTGQDKQFAWHCSESGQRLGGYRTSAVASGLQFDVETRHVFIGDHSGQVTILKLEQENCTLVTTFRGHTGGVTALCWDPVQRVLFSGSSDHSVIMWDIGGRKGTAIELQGHNDRVQALSYAQHTRQLISCGGDGGIVVWNMDVERQETPEWLDSDSCQKCDQPFFWNFKQ.... Result: 1 (interaction). (2) The miRNA is mmu-miR-382-5p with sequence GAAGUUGUUCGUGGUGGAUUCG. The protein sequence of the target gene is MAGALVRKAADYVRSKDFRDYLMSTHFWGPVANWGLPIAAINDMKKSPEIISGRMTFALCCYSLTFMRFAYKVQPRNWLLFACHATNEVAQLIQGGRLIKHEMTKTASA. Result: 0 (no interaction). (3) The miRNA is hsa-miR-5739 with sequence GCGGAGAGAGAAUGGGGAGC. The protein sequence of the target gene is MPFNGEKQCVGEDQPSDSDSSRFSESMASLSDYECSRQSFASDSSSKSSSPASTSPPRVVTFDEVMATARNLSNLTLAHEIAVNENFQLKQEALPEKSLAGRVKHIVHQAFWDVLDSELNADPPEFEHAIKLFEEIREILLSFLTPGGNRLRNQICEVLDTDLIRQQAEHSAVDIQGLANYVISTMGKLCAPVRDNDIRELKATGNIVEVLRQIFHVLDLMQMDMANFTIMSLRPHLQRQLVEYERTKFQEILEETPSALDQTTEWIKESVNEELFSLSESALTPGAENTSKPSLSPTLV.... Result: 0 (no interaction). (4) The miRNA is hsa-miR-6758-5p with sequence UAGAGAGGGGAAGGAUGUGAUGU. The protein sequence of the target gene is MEVPPATKFGETFAFENRLESQQGLFPGEDLGDPFLQERGLEQMAVIYKEIPLGEQDEENDDYEGNFSLCSSPVQHQSIPPGTRPQDDELFGQTFLQKSDLSMCQIIHSEEPSPCDCAETDRGDSGPNAPHRTPQPAKPYACRECGKAFSQSSHLLRHLVIHTGEKPYECCECGKAFSQSSHLLRHQIIHTGEKPYECRECGKAFRQSSALTQHQKIHTGKRPYECRECGKDFSRSSSLRKHERIHTGERPYQCKECGKSFNQSSGLSQHRKIHTLKKPHECDLCGKAFCHRSHLIRHQR.... Result: 1 (interaction). (5) The miRNA is mmu-miR-193b-3p with sequence AACUGGCCCACAAAGUCCCGCU. The protein sequence of the target gene is MEHRKPGTGQRAPKDEKEMVRRAIQKELKIKEGMENMRRVATDRRHLGHVQQLLRASNRRLEQLHGELRELHAQVLLPASAEPVTSEPQPRAEQSRARLSEALHRQLQVELKVKQGAENMIHTCASGTPKERKLLAAAQQMLKDSQLKVALLRMKISSLESSGSPEPGPDLLAEELQHRLRVEAAVAAGAKNVVKLLGGQRMQDRKALAEAQAQLQESSQKLDLLRLALELLLERLPPTHSLRSRVTQELWMAMLGNPQPLGTLVKPIALTGTLQVRLLGCKDLLVAVPGRSPMAVLAGS.... Result: 0 (no interaction). (6) The miRNA is hsa-miR-4726-3p with sequence ACCCAGGUUCCCUCUGGCCGCA. The protein sequence of the target gene is MAALGTVLFTGVRRLHCSVAAWAGGQWRLQQGLAANPSGYGPLTELPDWSYADGRPAPPMKGQLRRKAERETFARRVVLLSQEMDAGLQAWQLRQQKLQEEQRKQENALKPKGASLKSPLPSQ. Result: 1 (interaction). (7) The miRNA is hsa-miR-6806-5p with sequence UGUAGGCAUGAGGCAGGGCCCAGG. The protein sequence of the target gene is MILEERPDGAGAGEESPRLQGCDSLTQIQCGQLQSRRAQIHQQIDKELQMRTGAENLYRATSNNRVRETVALELSYVNSNLQLLKEELEELSGGVDPGRHGSEAVTVPMIPLGLKETKELDWSTPLKELISVHFGEDGASYEAEIRELEALRQAMRTPSRNESGLELLTAYYNQLCFLDARFLTPARSLGLFFHWYDSLTGVPAQQRALAFEKGSVLFNIGALHTQIGARQDRSCTEGARRAMEAFQRAAGAFSLLRENFSHAPSPDMSAASLCALEQLMMAQAQECVFEGLSPPASMAP.... Result: 0 (no interaction).